Dataset: Full USPTO retrosynthesis dataset with 1.9M reactions from patents (1976-2016). Task: Predict the reactants needed to synthesize the given product. The reactants are: [O:1]([CH3:3])[Na].C[O:5][C:6](=[O:36])[CH2:7][C@H:8]1[C:12]2[CH:13]=[CH:14][C:15]([O:17][C@H:18]3[C:26]4[C:21](=[C:22]([O:28][C:29]5[N:30]=[N:31][C:32](Cl)=[CH:33][CH:34]=5)[CH:23]=[CH:24][C:25]=4[F:27])[CH2:20][CH2:19]3)=[CH:16][C:11]=2[O:10][CH2:9]1.[OH-].[Na+]. Given the product [F:27][C:25]1[CH:24]=[CH:23][C:22]([O:28][C:29]2[N:30]=[N:31][C:32]([O:1][CH3:3])=[CH:33][CH:34]=2)=[C:21]2[C:26]=1[C@H:18]([O:17][C:15]1[CH:14]=[CH:13][C:12]3[C@H:8]([CH2:7][C:6]([OH:36])=[O:5])[CH2:9][O:10][C:11]=3[CH:16]=1)[CH2:19][CH2:20]2, predict the reactants needed to synthesize it.